Dataset: Catalyst prediction with 721,799 reactions and 888 catalyst types from USPTO. Task: Predict which catalyst facilitates the given reaction. (1) Reactant: [CH:1]1([CH2:4][O:5][C:6]2[CH:7]=[C:8]([CH:15]=[CH:16][C:17]=2[CH2:18][NH:19][S:20]([CH3:23])(=[O:22])=[O:21])[C:9]([O:11][CH2:12][CH:13]=[CH2:14])=[O:10])[CH2:3][CH2:2]1.[C:24](O[C:24]([O:26][C:27]([CH3:30])([CH3:29])[CH3:28])=[O:25])([O:26][C:27]([CH3:30])([CH3:29])[CH3:28])=[O:25]. Product: [C:27]([O:26][C:24]([N:19]([CH2:18][C:17]1[CH:16]=[CH:15][C:8]([C:9]([O:11][CH2:12][CH:13]=[CH2:14])=[O:10])=[CH:7][C:6]=1[O:5][CH2:4][CH:1]1[CH2:3][CH2:2]1)[S:20]([CH3:23])(=[O:22])=[O:21])=[O:25])([CH3:30])([CH3:29])[CH3:28]. The catalyst class is: 79. (2) Reactant: C[CH2:2][N:3](CC)[CH2:4]C.[CH3:8][N:9](C(ON1N=NC2C=CC=CC1=2)=[N+](C)C)[CH3:10].[B-](F)(F)(F)F.[O:30]1[C:34]2([CH2:39][CH2:38][CH:37]([CH2:40][C:41]([OH:43])=O)[CH2:36][CH2:35]2)[O:33][CH2:32][CH2:31]1.CNC. Product: [CH3:2][N:3]([CH3:4])[C:41](=[O:43])[CH2:40][CH:37]1[CH2:38][CH2:39][C:34]2([O:33][CH2:32][CH2:31][O:30]2)[CH2:35][CH2:36]1.[CH3:8][N:9]([CH3:10])[C:41](=[O:43])[CH2:40][CH:37]1[CH2:38][CH2:39][C:34](=[O:33])[CH2:35][CH2:36]1. The catalyst class is: 198. (3) Reactant: [Cl:1][C:2]1[CH:3]=[C:4]2[C:9](=[CH:10][CH:11]=1)[C:8]([N:12]([CH3:14])[CH3:13])=[N:7][CH2:6][CH:5]2[C:15]1[CH:20]=[CH:19][C:18]([N+:21]([O-])=O)=[CH:17][CH:16]=1.Cl. Product: [ClH:1].[NH2:21][C:18]1[CH:17]=[CH:16][C:15]([CH:5]2[C:4]3[C:9](=[CH:10][CH:11]=[C:2]([Cl:1])[CH:3]=3)[C:8]([N:12]([CH3:14])[CH3:13])=[N:7][CH2:6]2)=[CH:20][CH:19]=1. The catalyst class is: 180.